Dataset: Full USPTO retrosynthesis dataset with 1.9M reactions from patents (1976-2016). Task: Predict the reactants needed to synthesize the given product. (1) The reactants are: [NH2:1][C:2]1[CH:3]=[C:4]([C:9]2[CH:15]=[CH:14][C:12]([NH2:13])=[C:11]([NH2:16])[CH:10]=2)[CH:5]=[CH:6][C:7]=1[NH2:8].[CH3:17][N:18]([CH3:36])[C:19]1[CH:35]=[CH:34][C:22]([C:23]([NH:25][C:26]2[CH:33]=[CH:32][C:29]([CH:30]=O)=[CH:28][CH:27]=2)=[O:24])=[CH:21][CH:20]=1. Given the product [NH:8]1[C:7]2[CH:6]=[CH:5][C:4]([C:9]3[CH:15]=[CH:14][C:12]4[N:13]=[C:30]([C:29]5[CH:32]=[CH:33][C:26]([NH:25][C:23](=[O:24])[C:22]6[CH:34]=[CH:35][C:19]([N:18]([CH3:36])[CH3:17])=[CH:20][CH:21]=6)=[CH:27][CH:28]=5)[NH:16][C:11]=4[CH:10]=3)=[CH:3][C:2]=2[N:1]=[C:30]1[C:29]1[CH:28]=[CH:27][C:26]([NH:25][C:23](=[O:24])[C:22]2[CH:34]=[CH:35][C:19]([N:18]([CH3:36])[CH3:17])=[CH:20][CH:21]=2)=[CH:33][CH:32]=1, predict the reactants needed to synthesize it. (2) Given the product [C:41]1([CH3:51])[CH:42]=[CH:43][C:44]([S:47]([OH:50])(=[O:48])=[O:49])=[CH:45][CH:46]=1.[C:2]([C:5]1[CH:10]=[CH:9][C:8]([NH:11][CH2:12][C:13]2[N:17]([CH3:18])[C:16]3[CH:19]=[CH:20][C:21]([C@@:23]([NH:32][CH2:33][C:34]([O:36][CH2:37][CH2:38][CH3:39])=[O:35])([C:25]([N:27]4[CH2:31][CH2:30][CH2:29][CH2:28]4)=[O:26])[CH3:24])=[CH:22][C:15]=3[N:14]=2)=[CH:7][CH:6]=1)(=[NH:3])[NH2:4], predict the reactants needed to synthesize it. The reactants are: Cl.[C:2]([C:5]1[CH:10]=[CH:9][C:8]([NH:11][CH2:12][C:13]2[N:17]([CH3:18])[C:16]3[CH:19]=[CH:20][C:21]([C@@:23]([NH:32][CH2:33][C:34]([O:36][CH2:37][CH2:38][CH3:39])=[O:35])([C:25]([N:27]4[CH2:31][CH2:30][CH2:29][CH2:28]4)=[O:26])[CH3:24])=[CH:22][C:15]=3[N:14]=2)=[CH:7][CH:6]=1)(=[NH:4])[NH2:3].O.[C:41]1([CH3:51])[CH:46]=[CH:45][C:44]([S:47]([OH:50])(=[O:49])=[O:48])=[CH:43][CH:42]=1.[OH-].[Na+]. (3) The reactants are: Br[CH2:2][C:3]1[CH:8]=[CH:7][C:6]([Cl:9])=[C:5]([Cl:10])[CH:4]=1.[N-:11]=[N+:12]=[N-:13].[Na+].[C:15]([O:19][CH2:20][CH3:21])(=[O:18])[C:16]#[CH:17]. Given the product [Cl:10][C:5]1[CH:4]=[C:3]([CH2:2][N:11]2[CH:17]=[C:16]([C:15]([O:19][CH2:20][CH3:21])=[O:18])[N:13]=[N:12]2)[CH:8]=[CH:7][C:6]=1[Cl:9], predict the reactants needed to synthesize it. (4) The reactants are: [CH2:1]([N:3]1[C:12]2[C:7](=[CH:8][C:9]([CH3:22])=[C:10]([C:13]3[CH:14]=[C:15]([CH:18]=[CH:19][C:20]=3[OH:21])[CH:16]=[O:17])[CH:11]=2)[C:6]([CH3:24])([CH3:23])[CH2:5][C:4]1=[O:25])[CH3:2].C(=O)([O-])[O-].[K+].[K+].[F:32][C:33]([F:53])([F:52])[C:34](F)(F)C(F)(F)C(F)(F)S(O[CH2:34][C:33]([F:53])([F:52])[F:32])(=O)=O. Given the product [CH2:1]([N:3]1[C:12]2[C:7](=[CH:8][C:9]([CH3:22])=[C:10]([C:13]3[CH:14]=[C:15]([CH:18]=[CH:19][C:20]=3[O:21][CH2:34][C:33]([F:53])([F:52])[F:32])[CH:16]=[O:17])[CH:11]=2)[C:6]([CH3:24])([CH3:23])[CH2:5][C:4]1=[O:25])[CH3:2], predict the reactants needed to synthesize it. (5) Given the product [Cl:24][C:25]1[CH:26]=[C:27]([CH:30]=[CH:31][CH:32]=1)[CH2:28][NH:29][C:20]([C:14]1[CH:13]=[C:12]2[C:17]([C:18](=[O:19])[N:9]([C:6]3[N:5]=[CH:4][C:3]([O:2][CH3:1])=[CH:8][N:7]=3)[C:10](=[S:23])[NH:11]2)=[CH:16][CH:15]=1)=[O:22], predict the reactants needed to synthesize it. The reactants are: [CH3:1][O:2][C:3]1[CH:4]=[N:5][C:6]([N:9]2[C:18](=[O:19])[C:17]3[C:12](=[CH:13][C:14]([C:20]([OH:22])=O)=[CH:15][CH:16]=3)[NH:11][C:10]2=[S:23])=[N:7][CH:8]=1.[Cl:24][C:25]1[CH:26]=[C:27]([CH:30]=[CH:31][CH:32]=1)[CH2:28][NH2:29].CCN(C(C)C)C(C)C.CN(C(ON1N=NC2C=CC=NC1=2)=[N+](C)C)C.F[P-](F)(F)(F)(F)F. (6) Given the product [OH:15][CH2:14][CH2:13][CH:12]1[C:6]2[CH:5]=[CH:4][C:3]([OH:2])=[CH:24][C:7]=2[CH2:8][CH2:9][CH2:10][CH:11]1[C:16]1[CH:21]=[CH:20][C:19]([OH:22])=[CH:18][CH:17]=1, predict the reactants needed to synthesize it. The reactants are: C[O:2][C:3]1[CH:4]=[CH:5][C:6]2[CH:12]([CH2:13][CH2:14][OH:15])[CH:11]([C:16]3[CH:21]=[CH:20][C:19]([O:22]C)=[CH:18][CH:17]=3)[CH2:10][CH2:9][CH2:8][C:7]=2[CH:24]=1.CC(C[AlH]CC(C)C)C.CCO.Cl. (7) Given the product [CH2:36]([N:43]1[CH2:44][CH2:45][CH:46]([NH:49][C:50](=[O:69])[CH2:51][O:52][C:53]2[N:54]=[C:55]([CH3:68])[C:56]([NH:60][C:61](=[O:67])[O:62][C:63]([CH3:65])([CH3:66])[CH3:64])=[C:57]([CH3:59])[N:58]=2)[CH2:47][CH2:48]1)[C:37]1[CH:38]=[CH:39][CH:40]=[CH:41][CH:42]=1.[CH3:59][C:57]1[C:56]([NH:60][C:61](=[O:67])[O:62][C:63]([CH3:66])([CH3:64])[CH3:65])=[C:55]([CH3:68])[N:54]=[C:53]([O:52][CH2:51][C:50](=[O:69])[NH:49][CH:46]2[CH2:47][CH2:48][NH:43][CH2:44][CH2:45]2)[N:58]=1, predict the reactants needed to synthesize it. The reactants are: C(OC(NC1C(C)=NC(OCC(O)=O)=NC=1C)=O)(C)(C)C.NC1CCN(CC2C=CC=CC=2)CC1.[CH2:36]([N:43]1[CH2:48][CH2:47][CH:46]([NH:49][C:50](=[O:69])[CH2:51][O:52][C:53]2[N:58]=[C:57]([CH3:59])[C:56]([NH:60][C:61](=[O:67])[O:62][C:63]([CH3:66])([CH3:65])[CH3:64])=[C:55]([CH3:68])[N:54]=2)[CH2:45][CH2:44]1)[C:37]1[CH:42]=[CH:41][CH:40]=[CH:39][CH:38]=1. (8) Given the product [C:87]([O:86][C:84]([N:81]1[CH2:80][CH2:79][CH:78]([NH:77][C:26](=[O:27])[C:25]2[CH:29]=[CH:30][C:22]([NH:21][C:19]3[N:18]=[CH:17][C:8]4[N:9]([CH3:16])[C:10](=[O:15])[C:11]([F:13])([F:14])[CH2:12][N:6]([CH:1]5[CH2:5][CH2:4][CH2:3][CH2:2]5)[C:7]=4[N:20]=3)=[C:23]([O:31][CH2:32][CH3:33])[CH:24]=2)[CH2:83][CH2:82]1)=[O:85])([CH3:90])([CH3:89])[CH3:88], predict the reactants needed to synthesize it. The reactants are: [CH:1]1([N:6]2[CH2:12][C:11]([F:14])([F:13])[C:10](=[O:15])[N:9]([CH3:16])[C:8]3[CH:17]=[N:18][C:19]([NH:21][C:22]4[CH:30]=[CH:29][C:25]([C:26](O)=[O:27])=[CH:24][C:23]=4[O:31][CH2:32][CH3:33])=[N:20][C:7]2=3)[CH2:5][CH2:4][CH2:3][CH2:2]1.ON1C2C=CC=CC=2N=N1.F[P-](F)(F)(F)(F)F.CN(C(N(C)C)=[N+]1C2C=CC=CC=2[N+]([O-])=N1)C.C(N(C(C)C)CC)(C)C.[NH2:77][CH:78]1[CH2:83][CH2:82][N:81]([C:84]([O:86][C:87]([CH3:90])([CH3:89])[CH3:88])=[O:85])[CH2:80][CH2:79]1.